Dataset: Forward reaction prediction with 1.9M reactions from USPTO patents (1976-2016). Task: Predict the product of the given reaction. (1) Given the reactants [CH2:1]([NH:8][C@H:9]([C@@H:13]1[CH2:17][S:16][C:15](=[O:18])[N:14]1[CH2:19][C:20]1[CH:25]=[CH:24][CH:23]=[CH:22][CH:21]=1)[C:10](=[O:12])N)[C:2]1[CH:7]=[CH:6][CH:5]=[CH:4][CH:3]=1.Cl.[OH2:27], predict the reaction product. The product is: [CH2:19]([N:14]1[C@@H:13]([CH2:17][SH:16])[C@H:9]([C:10]([OH:12])=[O:27])[N:8]([CH2:1][C:2]2[CH:3]=[CH:4][CH:5]=[CH:6][CH:7]=2)[C:15]1=[O:18])[C:20]1[CH:21]=[CH:22][CH:23]=[CH:24][CH:25]=1. (2) Given the reactants [C:1]([O:5][C:6]([N:8]1[CH2:13][CH2:12][CH:11]([N:14]2[CH:18]=[C:17]([C:19]3[S:23][CH:22]=[C:21]([C:24](O)=[O:25])[C:20]=3[CH3:27])[CH:16]=[N:15]2)[CH2:10][CH2:9]1)=[O:7])([CH3:4])([CH3:3])[CH3:2].Cl.[NH2:29][CH2:30][C:31]1[C:32](=[O:39])[NH:33][C:34]([CH3:38])=[CH:35][C:36]=1[CH3:37].CN1CCOCC1.C(Cl)CCl.C1C=NC2N(O)N=NC=2C=1, predict the reaction product. The product is: [CH3:37][C:36]1[CH:35]=[C:34]([CH3:38])[NH:33][C:32](=[O:39])[C:31]=1[CH2:30][NH:29][C:24]([C:21]1[C:20]([CH3:27])=[C:19]([C:17]2[CH:16]=[N:15][N:14]([CH:11]3[CH2:10][CH2:9][N:8]([C:6]([O:5][C:1]([CH3:3])([CH3:4])[CH3:2])=[O:7])[CH2:13][CH2:12]3)[CH:18]=2)[S:23][CH:22]=1)=[O:25]. (3) Given the reactants [Cl:1][C:2]1[CH:3]=[CH:4][C:5]([C:22]#[N:23])=[C:6]([C:8]2[C:13]([C:14]#[N:15])=[CH:12][N:11]([CH:16]([CH3:20])[C:17](O)=[O:18])[C:10](=[O:21])[CH:9]=2)[CH:7]=1.[NH2:24][C:25]1[CH:37]=[CH:36][C:28]([C:29]([O:31][C:32]([CH3:35])([CH3:34])[CH3:33])=[O:30])=[CH:27][CH:26]=1, predict the reaction product. The product is: [Cl:1][C:2]1[CH:3]=[CH:4][C:5]([C:22]#[N:23])=[C:6]([C:8]2[C:13]([C:14]#[N:15])=[CH:12][N:11]([CH:16]([CH3:20])[C:17]([NH:24][C:25]3[CH:37]=[CH:36][C:28]([C:29]([O:31][C:32]([CH3:33])([CH3:34])[CH3:35])=[O:30])=[CH:27][CH:26]=3)=[O:18])[C:10](=[O:21])[CH:9]=2)[CH:7]=1.